Predict the reactants needed to synthesize the given product. From a dataset of Full USPTO retrosynthesis dataset with 1.9M reactions from patents (1976-2016). (1) Given the product [ClH:53].[CH3:1][C:2]1([CH3:27])[CH2:7][C:6]([CH3:9])([CH3:8])[CH2:5][CH:4]([C:10]2[CH:15]=[CH:14][CH:13]=[CH:12][C:11]=2[N:16]2[CH2:21][CH2:20][N:19]([CH2:22][CH:23]([CH2:24][CH3:25])[C:43]#[N:44])[CH2:18][CH2:17]2)[CH2:3]1, predict the reactants needed to synthesize it. The reactants are: [CH3:1][C:2]1([CH3:27])[CH2:7][C:6]([CH3:9])([CH3:8])[CH2:5][CH:4]([C:10]2[CH:15]=[CH:14][CH:13]=[CH:12][C:11]=2[N:16]2[CH2:21][CH2:20][N:19]([CH2:22][C:23](=O)[CH2:24][CH3:25])[CH2:18][CH2:17]2)[CH2:3]1.COCCOC.C1(C)C=CC(S([CH2:43][N+:44]#[C-])(=O)=O)=CC=1.CC(C)([O-])C.[K+].[Cl-:53].[Na+].O. (2) Given the product [Cl:22][C:23]1[CH:24]=[C:25]([CH:28]=[CH:29][C:30]=1[Cl:31])[CH2:26][NH:27][CH2:2][CH2:3][CH2:4][O:5][C:6]1[CH:11]=[CH:10][C:9]([C:12]2[C:16]3[CH:17]=[CH:18][C:19]([F:21])=[CH:20][C:15]=3[O:14][N:13]=2)=[CH:8][CH:7]=1, predict the reactants needed to synthesize it. The reactants are: Br[CH2:2][CH2:3][CH2:4][O:5][C:6]1[CH:11]=[CH:10][C:9]([C:12]2[C:16]3[CH:17]=[CH:18][C:19]([F:21])=[CH:20][C:15]=3[O:14][N:13]=2)=[CH:8][CH:7]=1.[Cl:22][C:23]1[CH:24]=[C:25]([CH:28]=[CH:29][C:30]=1[Cl:31])[CH2:26][NH2:27].C(=O)([O-])[O-].[K+].[K+].[I-].[K+]. (3) Given the product [Br:1][C:2]1[C:3]([CH3:14])=[C:4]([NH2:11])[C:5]([NH2:8])=[CH:6][CH:7]=1, predict the reactants needed to synthesize it. The reactants are: [Br:1][C:2]1[CH:7]=[CH:6][C:5]([N+:8]([O-])=O)=[C:4]([N+:11]([O-])=O)[C:3]=1[CH3:14].O.[Sn](Cl)Cl.C(OCC)(=O)C.C(=O)(O)[O-].[Na+]. (4) Given the product [F:27][C:28]1[CH:29]=[C:30]([N+:35]([O-:37])=[O:36])[CH:31]=[CH:32][C:33]=1[N:14]1[CH2:15][CH2:16][N:11]([CH2:10][CH2:9][F:8])[C:12](=[O:17])[CH2:13]1, predict the reactants needed to synthesize it. The reactants are: FC(F)(F)C(O)=O.[F:8][CH2:9][CH2:10][N:11]1[CH2:16][CH2:15][NH:14][CH2:13][C:12]1=[O:17].C(N(CC)C(C)C)(C)C.[F:27][C:28]1[CH:29]=[C:30]([N+:35]([O-:37])=[O:36])[CH:31]=[CH:32][C:33]=1F. (5) Given the product [C:28]([C:26]1[N:27]=[C:23]([NH:22][C:20]([C:18]2[CH:17]=[CH:16][N:13]3[C:14](=[O:15])[C:9](/[CH:8]=[CH:7]/[C:6]([OH:45])=[O:5])=[C:10]([N:32]4[CH2:37][CH2:36][CH2:35][CH:34]([CH2:38][C:39]([NH:41][CH2:42][CH2:43][OH:44])=[O:40])[CH2:33]4)[N:11]=[C:12]3[CH:19]=2)=[O:21])[S:24][CH:25]=1)([CH3:31])([CH3:29])[CH3:30], predict the reactants needed to synthesize it. The reactants are: C([O:5][C:6](=[O:45])/[CH:7]=[CH:8]/[C:9]1[C:14](=[O:15])[N:13]2[CH:16]=[CH:17][C:18]([C:20]([NH:22][C:23]3[S:24][CH:25]=[C:26]([C:28]([CH3:31])([CH3:30])[CH3:29])[N:27]=3)=[O:21])=[CH:19][C:12]2=[N:11][C:10]=1[N:32]1[CH2:37][CH2:36][CH2:35][CH:34]([CH2:38][C:39]([NH:41][CH2:42][CH2:43][OH:44])=[O:40])[CH2:33]1)(C)(C)C. (6) Given the product [NH2:8][C:9]1[C:10]([I:19])=[N:11][C:12]([Cl:18])=[CH:13][C:14]=1[C:15]([O:17][CH3:2])=[O:16], predict the reactants needed to synthesize it. The reactants are: [Si](C=[N+]=[N-])(C)(C)[CH3:2].[NH2:8][C:9]1[C:10]([I:19])=[N:11][C:12]([Cl:18])=[CH:13][C:14]=1[C:15]([OH:17])=[O:16].CO.